Task: Predict the reaction yield, written as a fraction of the theoretical maximum amount of product (1.0 means a 100% yield; for example, 0.34 means a 34% yield).. Dataset: Reaction yield outcomes from USPTO patents with 853,638 reactions (1) The product is [OH:32][CH2:31][CH2:30][CH2:29][N:4]1[C:5](=[O:28])[C:6]2[C:10]([C:11](=[O:16])[CH2:12][CH:13]([CH3:15])[CH3:14])=[C:9]([C:17]3[CH:22]=[CH:21][CH:20]=[C:19]([O:23][C:24]([F:26])([F:25])[F:27])[CH:18]=3)[S:8][C:7]=2[N:2]([CH3:1])[C:3]1=[O:39]. The reactants are [CH3:1][N:2]1[C:7]2[S:8][C:9]([C:17]3[CH:22]=[CH:21][CH:20]=[C:19]([O:23][C:24]([F:27])([F:26])[F:25])[CH:18]=3)=[C:10]([C:11](=[O:16])[CH2:12][CH:13]([CH3:15])[CH3:14])[C:6]=2[C:5](=[O:28])[N:4]([CH2:29][CH2:30][CH2:31][O:32]C2CCCCO2)[C:3]1=[O:39]. The catalyst is Cl.CO. The yield is 0.234. (2) The reactants are [F:1][C:2]([F:8])([F:7])[S:3][CH2:4][CH2:5][OH:6].C(N(CC)C(C)C)(C)C.[F:18][C:19]([F:32])([F:31])[S:20](O[S:20]([C:19]([F:32])([F:31])[F:18])(=[O:22])=[O:21])(=[O:22])=[O:21]. The catalyst is ClCCl. The product is [F:18][C:19]([F:32])([F:31])[S:20]([O:6][CH2:5][CH2:4][S:3][C:2]([F:8])([F:7])[F:1])(=[O:22])=[O:21]. The yield is 0.870. (3) The reactants are C(=O)([O-])[O-].[K+].[K+].[CH:7]1([C:13]2[CH:38]=[CH:37][C:16]([O:17][C:18]3[CH:19]=[C:20]([CH:34]=[CH:35][CH:36]=3)[CH2:21][NH:22][CH2:23][C:24]3[CH:33]=[CH:32][C:27]([C:28]([O:30][CH3:31])=[O:29])=[CH:26][CH:25]=3)=[CH:15][CH:14]=2)[CH2:12][CH2:11][CH2:10][CH2:9][CH2:8]1.Br[CH2:40][CH2:41][CH2:42][CH2:43][C:44]([O:46][CH3:47])=[O:45]. The catalyst is C(#N)C. The product is [CH:7]1([C:13]2[CH:38]=[CH:37][C:16]([O:17][C:18]3[CH:19]=[C:20]([CH:34]=[CH:35][CH:36]=3)[CH2:21][N:22]([CH2:23][C:24]3[CH:25]=[CH:26][C:27]([C:28]([O:30][CH3:31])=[O:29])=[CH:32][CH:33]=3)[CH2:40][CH2:41][CH2:42][CH2:43][C:44]([O:46][CH3:47])=[O:45])=[CH:15][CH:14]=2)[CH2:12][CH2:11][CH2:10][CH2:9][CH2:8]1. The yield is 0.780. (4) The reactants are Cl.C(N=C=NCCCN(C)C)C.Cl.Cl.[CH2:15]([C:17]1[CH:18]=[N:19][C:20]([O:23][CH:24]2[CH2:29][CH2:28][N:27]([C:30](=[O:36])[C@@H:31]([NH2:35])[CH:32]([CH3:34])[CH3:33])[CH2:26][CH2:25]2)=[N:21][CH:22]=1)[CH3:16].[OH:37][C:38]1[C:39]([C:48](O)=[O:49])=[N:40][C:41]2[C:46]([N:47]=1)=[CH:45][CH:44]=[CH:43][CH:42]=2.O.ON1C2C=CC=CC=2N=N1.CN1CCOCC1. The catalyst is O.C(Cl)Cl. The product is [CH2:15]([C:17]1[CH:18]=[N:19][C:20]([O:23][CH:24]2[CH2:29][CH2:28][N:27]([C:30]([C@@H:31]([NH:35][C:48]([C:39]3[C:38]([OH:37])=[N:47][C:46]4[C:41](=[CH:42][CH:43]=[CH:44][CH:45]=4)[N:40]=3)=[O:49])[CH:32]([CH3:33])[CH3:34])=[O:36])[CH2:26][CH2:25]2)=[N:21][CH:22]=1)[CH3:16]. The yield is 0.820. (5) The reactants are [C:1]1([C:7](=[N:14][CH:15]([CH2:21][CH2:22][C:23]2[CH:24]=[C:25]3[C:48](=[CH:49][CH:50]=2)[C:29]2=[N:30][O:31][C:32]([C:33]4[C:37]([C:38]([F:41])([F:40])[F:39])=[C:36]([C:42]5[CH:47]=[CH:46][CH:45]=[CH:44][CH:43]=5)[O:35][N:34]=4)=[C:28]2[CH2:27][CH2:26]3)[C:16]([O:18][CH2:19][CH3:20])=[O:17])[C:8]2[CH:13]=[CH:12][CH:11]=[CH:10][CH:9]=2)[CH:6]=[CH:5][CH:4]=[CH:3][CH:2]=1.[CH3:51][Si]([N-][Si](C)(C)C)(C)C.[Li+].IC.[Cl-].[NH4+]. The catalyst is C1COCC1.O. The product is [C:1]1([C:7](=[N:14][C:15]([CH3:51])([CH2:21][CH2:22][C:23]2[CH:24]=[C:25]3[C:48](=[CH:49][CH:50]=2)[C:29]2=[N:30][O:31][C:32]([C:33]4[C:37]([C:38]([F:41])([F:40])[F:39])=[C:36]([C:42]5[CH:43]=[CH:44][CH:45]=[CH:46][CH:47]=5)[O:35][N:34]=4)=[C:28]2[CH2:27][CH2:26]3)[C:16]([O:18][CH2:19][CH3:20])=[O:17])[C:8]2[CH:9]=[CH:10][CH:11]=[CH:12][CH:13]=2)[CH:2]=[CH:3][CH:4]=[CH:5][CH:6]=1. The yield is 0.525. (6) The reactants are [F:1][C:2]1[CH:3]=[CH:4][C:5]([C:8]([OH:10])=O)=[N:6][CH:7]=1.O[N:12]1C(=O)CCC1=O.Cl.CN(C)CCCN=C=NCC.[Cl-].[NH4+]. The catalyst is C1COCC1.CN(C=O)C. The product is [F:1][C:2]1[CH:3]=[CH:4][C:5]([C:8]([NH2:12])=[O:10])=[N:6][CH:7]=1. The yield is 0.807. (7) The reactants are C(OC(C(F)(F)F)=O)(C(F)(F)F)=[O:2].[Br:14][C:15]1[CH:27]=[CH:26][C:25]2[C:24]3[C:19](=[CH:20][C:21]([Br:28])=[CH:22][CH:23]=3)[C:18](=[O:29])[C:17]=2[CH:16]=1.OO.NC(N)=O. The catalyst is ClCCl. The product is [Br:28][C:21]1[CH:20]=[C:19]2[C:24]([C:25]3[CH:26]=[CH:27][C:15]([Br:14])=[CH:16][C:17]=3[C:18](=[O:29])[O:2]2)=[CH:23][CH:22]=1. The yield is 0.400.